From a dataset of Full USPTO retrosynthesis dataset with 1.9M reactions from patents (1976-2016). Predict the reactants needed to synthesize the given product. (1) The reactants are: Cl[CH2:2][C:3]([NH:5][CH2:6][C:7]1([CH3:31])[CH2:16][C:15]2[C:10](=[C:11]3[CH2:22][C:21]([CH3:24])([CH3:23])[O:20][C:12]3=[C:13]([O:17][CH2:18][CH3:19])[CH:14]=2)[C:9]([C:25]2[CH:30]=[CH:29][CH:28]=[CH:27][CH:26]=2)=[N:8]1)=[O:4].[H-].[Na+].[NH:34]1[CH:38]=[CH:37][N:36]=[CH:35]1.O. Given the product [CH2:18]([O:17][C:13]1[CH:14]=[C:15]2[C:10](=[C:11]3[CH2:22][C:21]([CH3:24])([CH3:23])[O:20][C:12]=13)[C:9]([C:25]1[CH:30]=[CH:29][CH:28]=[CH:27][CH:26]=1)=[N:8][C:7]([CH2:6][NH:5][C:3](=[O:4])[CH2:2][N:34]1[CH:38]=[CH:37][N:36]=[CH:35]1)([CH3:31])[CH2:16]2)[CH3:19], predict the reactants needed to synthesize it. (2) Given the product [CH3:32][O:33][C:34]1[CH:39]=[CH:38][C:37]([C:2]2[C:3]3[CH:14]=[C:13]([C:15]4[CH:20]=[CH:19][CH:18]=[CH:17][CH:16]=4)[CH:12]=[CH:11][C:4]=3[N:5]([CH3:10])[C:6](=[O:9])[CH2:7][N:8]=2)=[CH:36][CH:35]=1, predict the reactants needed to synthesize it. The reactants are: Cl[C:2]1[C:3]2[CH:14]=[C:13]([C:15]3[CH:20]=[CH:19][CH:18]=[CH:17][CH:16]=3)[CH:12]=[CH:11][C:4]=2[N:5]([CH3:10])[C:6](=[O:9])[CH2:7][N:8]=1.C(C1C=C(B(O)O)C=CC=1)=O.[CH3:32][O:33][C:34]1[CH:39]=[CH:38][C:37](B(O)O)=[CH:36][CH:35]=1. (3) The reactants are: [CH2:1]([N:8]1[C:13](=[O:14])[C:12]([CH3:15])=[C:11]2[S:16][C:17]([C:19](O)=[O:20])=[CH:18][N:10]2[C:9]1=[O:22])[C:2]1[CH:7]=[CH:6][CH:5]=[CH:4][CH:3]=1.[CH3:23][C:24]1[CH:29]=[CH:28][CH:27]=[C:26]([CH2:30][NH2:31])[N:25]=1.O.ON1C2C=CC=CC=2N=N1.Cl.CN(C)CCCN=C=NCC. Given the product [CH3:23][C:24]1[N:25]=[C:26]([CH2:30][NH:31][C:19]([C:17]2[S:16][C:11]3[N:10]([C:9](=[O:22])[N:8]([CH2:1][C:2]4[CH:7]=[CH:6][CH:5]=[CH:4][CH:3]=4)[C:13](=[O:14])[C:12]=3[CH3:15])[CH:18]=2)=[O:20])[CH:27]=[CH:28][CH:29]=1, predict the reactants needed to synthesize it. (4) Given the product [F:33][C:32]([F:35])([F:34])[C:19]1[C:18]2[C:17]3([CH2:1][CH2:16]3)[CH2:25][CH2:24][CH2:23][C:22]=2[N:21]([CH2:26][C:27]([O:29][CH2:30][CH3:31])=[O:28])[N:20]=1, predict the reactants needed to synthesize it. The reactants are: [CH2:1]([Zn]CC)C.C(O)(C(F)(F)F)=O.ICI.[CH2:16]=[C:17]1[CH2:25][CH2:24][CH2:23][C:22]2[N:21]([CH2:26][C:27]([O:29][CH2:30][CH3:31])=[O:28])[N:20]=[C:19]([C:32]([F:35])([F:34])[F:33])[C:18]1=2.[Cl-].[NH4+]. (5) Given the product [Si:27]([O:26][CH2:25][CH2:24][N:6]1[C:5]2[N:4]=[CH:3][CH:2]=[CH:1][C:11]=2[C:10]2[CH:12]=[CH:13][CH:14]=[CH:15][C:9]=2[CH2:8][C:7]1=[O:16])([C:30]([CH3:33])([CH3:32])[CH3:31])([CH3:29])[CH3:28], predict the reactants needed to synthesize it. The reactants are: [CH:1]1[C:11]2[C:10]3[CH:12]=[CH:13][CH:14]=[CH:15][C:9]=3[CH2:8][C:7](=[O:16])[NH:6][C:5]=2[N:4]=[CH:3][CH:2]=1.C(=O)([O-])[O-].[Cs+].[Cs+].Br[CH2:24][CH2:25][O:26][Si:27]([C:30]([CH3:33])([CH3:32])[CH3:31])([CH3:29])[CH3:28]. (6) Given the product [Cl:24][C:21]1[CH:22]=[CH:23][C:18]([NH:17][C:16]([CH:14]2[N:13]([C:34]3[C:39]([Cl:40])=[CH:38][CH:37]=[CH:36][N:35]=3)[N:12]=[C:11]([Br:45])[CH2:15]2)=[O:33])=[C:19]([C:25](=[O:32])[NH:26][CH:27]([CH:29]2[CH2:31][CH2:30]2)[CH3:28])[CH:20]=1, predict the reactants needed to synthesize it. The reactants are: N1C=CC=C(S(O[C:11]2[CH2:15][CH:14]([C:16](=[O:33])[NH:17][C:18]3[CH:23]=[CH:22][C:21]([Cl:24])=[CH:20][C:19]=3[C:25](=[O:32])[NH:26][CH:27]([CH:29]3[CH2:31][CH2:30]3)[CH3:28])[N:13]([C:34]3[C:39]([Cl:40])=[CH:38][CH:37]=[CH:36][N:35]=3)[N:12]=2)(=O)=O)C=1.C(O)(=O)C.[BrH:45].C(OCC)(=O)C.[OH-].[Na+]. (7) The reactants are: [NH2:1][CH:2]1[CH2:6][CH2:5][N:4]([C:7]([O:9][C:10]([CH3:13])([CH3:12])[CH3:11])=[O:8])[CH2:3]1.[C:14]([O:18]C(N1CCC(O)C1)=O)(C)(C)C.ClC(Cl)(OC(=O)OC(Cl)(Cl)Cl)Cl.[NH2:39][C:40]1[CH:55]=[CH:54][CH:53]=[CH:52][C:41]=1[C:42]([NH:44][C:45]1[CH:50]=[CH:49][C:48]([Cl:51])=[CH:47][N:46]=1)=[O:43].[N-]=C=O. Given the product [C:10]([O:9][C:7]([N:4]1[CH2:5][CH2:6][CH:2]([NH:1][C:14]([NH:39][C:40]2[CH:55]=[CH:54][CH:53]=[CH:52][C:41]=2[C:42]([NH:44][C:45]2[CH:50]=[CH:49][C:48]([Cl:51])=[CH:47][N:46]=2)=[O:43])=[O:18])[CH2:3]1)=[O:8])([CH3:13])([CH3:12])[CH3:11], predict the reactants needed to synthesize it.